Dataset: Catalyst prediction with 721,799 reactions and 888 catalyst types from USPTO. Task: Predict which catalyst facilitates the given reaction. (1) Reactant: [F:1][C:2]1[C:7]([CH:8]=[O:9])=[CH:6][CH:5]=[CH:4][C:3]=1[NH:10][S:11]([CH2:14][CH2:15][CH3:16])(=[O:13])=[O:12].[N:17]1[CH:22]=[CH:21][N:20]=[C:19]2[NH:23][CH:24]=[CH:25][C:18]=12.[OH-].[K+].O. Product: [F:1][C:2]1[C:7]([CH:8]([OH:9])[C:25]2[C:18]3[C:19](=[N:20][CH:21]=[CH:22][N:17]=3)[NH:23][CH:24]=2)=[CH:6][CH:5]=[CH:4][C:3]=1[NH:10][S:11]([CH2:14][CH2:15][CH3:16])(=[O:13])=[O:12]. The catalyst class is: 5. (2) Reactant: CC1(C)[O:6][C@@H:5]([CH2:7][O:8][C:9]2[C:10]3[N:11]([C:25]([C:29]([NH:31][C:32]4[N:33]=[N:34][CH:35]=[CH:36][CH:37]=4)=[O:30])=[C:26]([CH3:28])[N:27]=3)[N:12]=[C:13]([C:15]3[CH:20]=[CH:19][CH:18]=[CH:17][C:16]=3[C:21]([F:24])([F:23])[F:22])[CH:14]=2)[CH2:4][O:3]1.Cl.O. Product: [OH:6][C@H:5]([CH2:4][OH:3])[CH2:7][O:8][C:9]1[C:10]2[N:11]([C:25]([C:29]([NH:31][C:32]3[N:33]=[N:34][CH:35]=[CH:36][CH:37]=3)=[O:30])=[C:26]([CH3:28])[N:27]=2)[N:12]=[C:13]([C:15]2[CH:20]=[CH:19][CH:18]=[CH:17][C:16]=2[C:21]([F:23])([F:22])[F:24])[CH:14]=1. The catalyst class is: 1. (3) Reactant: [Si]([O:8][C@H:9]1[CH2:31][CH2:30][C@@:29]2([CH3:32])[C@@H:11]([CH2:12][CH2:13][C:14]3[C:15]4[C@:25]([CH3:33])([CH2:26][CH2:27][C:28]=32)[C@@H:18]([C@H:19]([CH3:24])[CH2:20][CH2:21][CH2:22][OH:23])[CH2:17][CH:16]=4)[C:10]1([CH3:35])[CH3:34])(C(C)(C)C)(C)C.[H-].[Na+].[CH3:38]I. Product: [CH3:35][C:10]1([CH3:34])[C@@H:9]([OH:8])[CH2:31][CH2:30][C@@:29]2([CH3:32])[C@H:11]1[CH2:12][CH2:13][C:14]1[C:15]3[C@:25]([CH3:33])([CH2:26][CH2:27][C:28]=12)[C@@H:18]([C@H:19]([CH3:24])[CH2:20][CH2:21][CH2:22][O:23][CH3:38])[CH2:17][CH:16]=3. The catalyst class is: 3. (4) Reactant: [F:1][C:2]1[CH:7]=[CH:6][C:5]([C:8]#[C:9][C:10]2[CH:11]=[N:12][CH:13]=[C:14]([O:16][CH3:17])[CH:15]=2)=[CH:4][C:3]=1[NH2:18].N1C=CC=CC=1.[CH3:25][S:26](Cl)(=[O:28])=[O:27]. Product: [F:1][C:2]1[CH:7]=[CH:6][C:5]([C:8]#[C:9][C:10]2[CH:11]=[N:12][CH:13]=[C:14]([O:16][CH3:17])[CH:15]=2)=[CH:4][C:3]=1[NH:18][S:26]([CH3:25])(=[O:28])=[O:27]. The catalyst class is: 4. (5) Reactant: [NH2:1][C:2]1[N:7]=[C:6]([CH3:8])[C:5]([CH2:9][C:10]2[CH:11]=[C:12]([CH2:16]C(OCC)=O)[CH:13]=[CH:14][CH:15]=2)=[C:4]([NH:22][CH2:23][CH2:24][CH2:25][CH2:26][CH3:27])[N:3]=1.[H-].[H-].[H-].[H-].[Li+].[Al+3].[OH-:34].[Na+]. Product: [NH2:1][C:2]1[N:7]=[C:6]([CH3:8])[C:5]([CH2:9][C:10]2[CH:11]=[C:12]([CH2:16][OH:34])[CH:13]=[CH:14][CH:15]=2)=[C:4]([NH:22][CH2:23][CH2:24][CH2:25][CH2:26][CH3:27])[N:3]=1. The catalyst class is: 1. (6) Reactant: [N:1]1([CH2:6][CH2:7][CH2:8][NH2:9])[CH:5]=[CH:4][N:3]=[CH:2]1.[Cl:10][C:11]1[CH:12]=[C:13]([CH:16]=[CH:17][CH:18]=1)[CH:14]=O.C([O:21][C:22](=O)[C:23](=[O:34])[CH2:24][C:25]1[C:33]2[C:28](=[CH:29][CH:30]=[CH:31][CH:32]=2)[NH:27][CH:26]=1)C. Product: [Cl:10][C:11]1[CH:12]=[C:13]([CH:14]2[N:9]([CH2:8][CH2:7][CH2:6][N:1]3[CH:5]=[CH:4][N:3]=[CH:2]3)[C:22](=[O:21])[C:23]([OH:34])=[C:24]2[C:25]2[C:33]3[C:28](=[CH:29][CH:30]=[CH:31][CH:32]=3)[NH:27][CH:26]=2)[CH:16]=[CH:17][CH:18]=1. The catalyst class is: 8. (7) The catalyst class is: 9. Product: [I:8][C:5]1[CH:6]=[CH:7][C:2]([O:13][CH2:12][CH2:11][N:10]([CH3:14])[CH3:9])=[N:3][CH:4]=1. Reactant: Cl[C:2]1[CH:7]=[CH:6][C:5]([I:8])=[CH:4][N:3]=1.[CH3:9][N:10]([CH3:14])[CH2:11][CH2:12][OH:13].[H-].[Na+].[Cl-].[NH4+]. (8) Reactant: C1CN([P+](ON2N=NC3C=CC=CC2=3)(N2CCCC2)N2CCCC2)CC1.F[P-](F)(F)(F)(F)F.[CH3:34][C:35]1[C:39]([C:40]2[CH:49]=[C:48]3[C:43]([C:44]([NH:53][C:54]4[CH:59]=[CH:58][CH:57]=[C:56]([C:60]([O:62][CH2:63][CH3:64])=[O:61])[CH:55]=4)=[C:45]([C:50](O)=[O:51])[CH:46]=[N:47]3)=[CH:42][CH:41]=2)=[C:38]([CH3:65])[O:37][N:36]=1.Cl.[NH2:67][CH2:68][C:69]1[CH:74]=[CH:73][C:72]([S:75]([NH2:78])(=[O:77])=[O:76])=[CH:71][CH:70]=1.C(N(CC)CC)C. Product: [NH2:78][S:75]([C:72]1[CH:71]=[CH:70][C:69]([CH2:68][NH:67][C:50]([C:45]2[CH:46]=[N:47][C:48]3[C:43]([C:44]=2[NH:53][C:54]2[CH:55]=[C:56]([CH:57]=[CH:58][CH:59]=2)[C:60]([O:62][CH2:63][CH3:64])=[O:61])=[CH:42][CH:41]=[C:40]([C:39]2[C:35]([CH3:34])=[N:36][O:37][C:38]=2[CH3:65])[CH:49]=3)=[O:51])=[CH:74][CH:73]=1)(=[O:76])=[O:77]. The catalyst class is: 4. (9) Product: [CH3:49][N:44]1[C:45](=[O:48])[CH:46]=[CH:47][C:42]([N:39]2[CH2:40][CH2:41][CH:36]([CH2:35][N:30]3[CH2:29][C@H:28]([CH3:50])[NH:27][CH2:32][C:31]3=[O:34])[CH2:37][CH2:38]2)=[N:43]1. The catalyst class is: 9. Reactant: Cl.NC[C@@H](N(CC1CCN(C2C=CC(=O)N(C)N=2)CC1)C(=O)CCl)C.Cl.[NH2:27][C@@H:28]([CH3:50])[CH2:29][N:30]([CH2:35][CH:36]1[CH2:41][CH2:40][N:39]([C:42]2[CH:47]=[CH:46][C:45](=[O:48])[N:44]([CH3:49])[N:43]=2)[CH2:38][CH2:37]1)[C:31](=[O:34])[CH2:32]Cl.C(N(CC)CC)C. (10) Reactant: [CH:1](=[N:8][C:9]1[CH:17]=[CH:16][CH:15]=[C:14]2[C:10]=1[CH2:11][O:12][C:13]2=[O:18])[C:2]1[CH:7]=[CH:6][CH:5]=[CH:4][CH:3]=1.[CH:19](=O)[CH:20]([CH3:22])[CH3:21].[CH3:24][O-:25].[Na+]. Product: [CH:20]([CH:22]1[C:24](=[O:25])[C:10]2[C:14]([C:13]([O:12][CH3:11])=[O:18])=[CH:15][CH:16]=[CH:17][C:9]=2[NH:8][CH:1]1[C:2]1[CH:7]=[CH:6][CH:5]=[CH:4][CH:3]=1)([CH3:21])[CH3:19]. The catalyst class is: 567.